Dataset: Reaction yield outcomes from USPTO patents with 853,638 reactions. Task: Predict the reaction yield, written as a fraction of the theoretical maximum amount of product (1.0 means a 100% yield; for example, 0.34 means a 34% yield). The reactants are [Br:1][C:2]1[CH:7]=[CH:6][CH:5]=[CH:4][C:3]=1[C:8]1[N:12]([CH2:13][CH:14]([CH3:16])[CH3:15])[CH:11]=[N:10][C:9]=1[C:17]([OH:19])=O.C(Cl)(=O)C(Cl)=O.[NH3:26]. The catalyst is C1COCC1. The product is [Br:1][C:2]1[CH:7]=[CH:6][CH:5]=[CH:4][C:3]=1[C:8]1[N:12]([CH2:13][CH:14]([CH3:15])[CH3:16])[CH:11]=[N:10][C:9]=1[C:17]([NH2:26])=[O:19]. The yield is 0.805.